From a dataset of Forward reaction prediction with 1.9M reactions from USPTO patents (1976-2016). Predict the product of the given reaction. (1) Given the reactants Cl.[NH2:2][C:3]1([CH2:20][C:21]([O:23][CH3:24])=[O:22])[C:16]2[CH:15]=[C:14]([Cl:17])[N:13]=[C:12]([F:18])[C:11]=2[O:10][C:9]2[C:4]1=[CH:5][C:6]([Br:19])=[CH:7][CH:8]=2.CCN=C=NCCCN(C)C.Cl.[C:37]([O:41][C:42]([NH:44][C:45]([NH:47][CH3:48])=S)=[O:43])([CH3:40])([CH3:39])[CH3:38].CCN(C(C)C)C(C)C, predict the reaction product. The product is: [Br:19][C:6]1[CH:5]=[C:4]2[C:9](=[CH:8][CH:7]=1)[O:10][C:11]1[C:12]([F:18])=[N:13][C:14]([Cl:17])=[CH:15][C:16]=1[C:3]2([CH2:20][C:21]([O:23][CH3:24])=[O:22])[NH:2][C:45]([NH:47][CH3:48])=[N:44][C:42]([O:41][C:37]([CH3:38])([CH3:39])[CH3:40])=[O:43]. (2) Given the reactants C[O:2][C:3]1[CH:4]=[C:5]([C:9]2[CH:14]=[CH:13][CH:12]=[CH:11][N:10]=2)[CH:6]=[CH:7][CH:8]=1.Cl.N1C=CC=CC=1.[OH-].[Na+], predict the reaction product. The product is: [N:10]1[CH:11]=[CH:12][CH:13]=[CH:14][C:9]=1[C:5]1[CH:4]=[C:3]([OH:2])[CH:8]=[CH:7][CH:6]=1. (3) Given the reactants [2H][C:2]([2H])(/[CH:15]=[CH:16]\[CH2:17]/[CH:18]=[CH:19]\[CH2:20][CH3:21])[CH2:3]/[CH:4]=[CH:5]\[CH2:6][CH2:7][CH2:8][CH2:9][CH2:10][CH2:11][C:12]([OH:14])=O.[2H]C([2H])(/C=C\CC)/C=C\CC/C=C\CCCCCCC(O)=[O:38].[2H]C([2H])(/C=C\C([2H])([2H])/C=C\CC)C/C=C\CCCCCCC(O)=O.[2H]C([2H])(/C=C\CCCCC)/C=C\CCCCCCCC(O)=O.C(O)C(O)C.O=C[C@@H]([C@H]([C@@H]([C@@H](CO)O)O)O)O.C(OCCOCCO)C, predict the reaction product. The product is: [CH3:21][C@@:20]12[C@@H:12]([OH:14])[CH2:11][CH2:10][C@H:9]1[C@H:8]1[C@@H:17]([C:16]3[CH:15]=[CH:2][C:3]([OH:38])=[CH:4][C:5]=3[CH2:6][CH2:7]1)[CH2:18][CH2:19]2. (4) Given the reactants C(N[C:5]1([CH2:10][C:11]([OH:13])=O)CCCC1)(=O)C.[NH2:14][C:15]1([CH2:20][C:21]([OH:23])=[O:22])[CH2:19][CH2:18][CH2:17][CH2:16]1.[CH3:24]C#N.O.CC#N, predict the reaction product. The product is: [C:11]([NH:14][C:15]1([CH2:20][C:21]([OH:23])=[O:22])[CH2:19][CH2:18][CH2:17][CH2:16]1)(=[O:13])[CH:10]([CH3:5])[CH3:24]. (5) Given the reactants [Cl:1][C:2]1[CH:3]=[C:4]([CH2:9][CH2:10][C:11]([NH:13][CH:14]2[CH2:22][CH2:21][C:20]3[C:16](=[CH:17][N:18]([C:23]4[C:32]5[C:27](=[CH:28][CH:29]=[C:30]([O:33][CH3:34])[N:31]=5)[N:26]=[CH:25][CH:24]=4)[N:19]=3)[CH2:15]2)=O)[CH:5]=[CH:6][C:7]=1[Cl:8].CC(C[AlH]CC(C)C)C.C(C(C(C([O-])=O)O)O)([O-])=O.[Na+].[K+].O, predict the reaction product. The product is: [Cl:1][C:2]1[CH:3]=[C:4]([CH2:9][CH2:10][CH2:11][NH:13][CH:14]2[CH2:22][CH2:21][C:20]3[C:16](=[CH:17][N:18]([C:23]4[C:32]5[C:27](=[CH:28][CH:29]=[C:30]([O:33][CH3:34])[N:31]=5)[N:26]=[CH:25][CH:24]=4)[N:19]=3)[CH2:15]2)[CH:5]=[CH:6][C:7]=1[Cl:8]. (6) Given the reactants [O-2].[Zn+2:2].[C:3]([OH:12])(=[O:11])[CH2:4][CH2:5][CH2:6][CH2:7][CH2:8][CH2:9][CH3:10], predict the reaction product. The product is: [C:3]([O-:12])(=[O:11])[CH2:4][CH2:5][CH2:6][CH2:7][CH2:8][CH2:9][CH3:10].[Zn+2:2].[C:3]([O-:12])(=[O:11])[CH2:4][CH2:5][CH2:6][CH2:7][CH2:8][CH2:9][CH3:10]. (7) Given the reactants CO[CH:3]=[C:4]([C:11]([O:13][CH3:14])=[O:12])/[CH:5]=[CH:6]\[C:7]([O:9]C)=O.CN(C=O)C.[F:20][C:21]1[CH:26]=[CH:25][C:24]([NH2:27])=[CH:23][CH:22]=1, predict the reaction product. The product is: [F:20][C:21]1[CH:26]=[CH:25][C:24]([N:27]2[C:7](=[O:9])[CH:6]=[CH:5][C:4]([C:11]([O:13][CH3:14])=[O:12])=[CH:3]2)=[CH:23][CH:22]=1. (8) Given the reactants [CH3:1][C:2]1[CH:7]=[CH:6][C:5]([C:8]2[C:16]3[C:11](=[CH:12][CH:13]=[CH:14][CH:15]=3)[NH:10][N:9]=2)=[CH:4][CH:3]=1.CC[O-].[Na+].[Cl:21][C:22]1[CH:29]=[CH:28][C:25]([CH2:26]Cl)=[CH:24][CH:23]=1, predict the reaction product. The product is: [Cl:21][C:22]1[CH:29]=[CH:28][C:25]([CH2:26][N:9]2[C:8]([C:5]3[CH:4]=[CH:3][C:2]([CH3:1])=[CH:7][CH:6]=3)=[C:16]3[C:11]([CH:12]=[CH:13][CH:14]=[CH:15]3)=[N:10]2)=[CH:24][CH:23]=1.